From a dataset of Full USPTO retrosynthesis dataset with 1.9M reactions from patents (1976-2016). Predict the reactants needed to synthesize the given product. (1) Given the product [CH3:1][O:2][C:3]([C:5]1[C:13]2[C:8](=[CH:9][CH:10]=[CH:11][CH:12]=2)[N:7]([C:15]2[C:24]3[C:19](=[CH:20][CH:21]=[CH:22][CH:23]=3)[N:18]=[N:17][CH:16]=2)[CH:6]=1)=[O:4], predict the reactants needed to synthesize it. The reactants are: [CH3:1][O:2][C:3]([C:5]1[C:13]2[C:8](=[CH:9][CH:10]=[CH:11][CH:12]=2)[NH:7][CH:6]=1)=[O:4].Cl[C:15]1[C:24]2[C:19](=[CH:20][CH:21]=[CH:22][CH:23]=2)[N:18]=[N:17][CH:16]=1.C([O-])([O-])=O.[Cs+].[Cs+]. (2) Given the product [C:21]([C:25]1[CH:30]=[CH:29][C:28]([S:31]([N:20]([CH:14]2[CH2:19][CH2:18][CH2:17][CH2:16][CH2:15]2)[CH2:2][C:3]([N:10]([CH2:9][CH:6]2[CH2:8][CH2:7]2)[CH2:11][CH2:12][CH3:13])=[O:4])(=[O:33])=[O:32])=[CH:27][CH:26]=1)([CH3:24])([CH3:22])[CH3:23], predict the reactants needed to synthesize it. The reactants are: Br[CH2:2][C:3](Br)=[O:4].[CH:6]1([CH2:9][NH:10][CH2:11][CH2:12][CH3:13])[CH2:8][CH2:7]1.[CH:14]1([NH2:20])[CH2:19][CH2:18][CH2:17][CH2:16][CH2:15]1.[C:21]([C:25]1[CH:30]=[CH:29][C:28]([S:31](Cl)(=[O:33])=[O:32])=[CH:27][CH:26]=1)([CH3:24])([CH3:23])[CH3:22]. (3) Given the product [CH3:6][N:7]([CH:9]=[C:19]1[C:14](=[O:13])[CH2:15][CH2:16][N:17]([C:20]([O:22][C:23]([CH3:26])([CH3:25])[CH3:24])=[O:21])[CH2:18]1)[CH3:8], predict the reactants needed to synthesize it. The reactants are: C(O[CH:6](N(C)C)[N:7]([CH3:9])[CH3:8])(C)(C)C.[O:13]=[C:14]1[CH2:19][CH2:18][N:17]([C:20]([O:22][C:23]([CH3:26])([CH3:25])[CH3:24])=[O:21])[CH2:16][CH2:15]1. (4) The reactants are: [CH3:1][O:2][C:3]1[CH:4]=[C:5]([CH:25]=[CH:26][CH:27]=1)[O:6][C:7]1[CH:12]=[CH:11][C:10]([C:13]2[C:18]3=[N:19][S:20](=[O:24])(=[O:23])[CH2:21][CH2:22][N:17]3[CH:16]=[CH:15][CH:14]=2)=[CH:9][CH:8]=1. Given the product [CH3:1][O:2][C:3]1[CH:4]=[C:5]([CH:25]=[CH:26][CH:27]=1)[O:6][C:7]1[CH:8]=[CH:9][C:10]([CH:13]2[C:18]3=[N:19][S:20](=[O:23])(=[O:24])[CH2:21][CH2:22][N:17]3[CH2:16][CH2:15][CH2:14]2)=[CH:11][CH:12]=1, predict the reactants needed to synthesize it. (5) Given the product [CH3:25][O:26][C:27]1[CH:32]=[CH:31][C:30]([N:33]2[CH2:34][CH2:35][O:36][CH2:37][CH2:38]2)=[CH:29][C:28]=1[NH:39][C:10]([C:2]1[NH:1][C:5]2[CH:6]=[CH:7][CH:8]=[CH:9][C:4]=2[N:3]=1)=[O:12], predict the reactants needed to synthesize it. The reactants are: [N:1]1[C:5]2[CH:6]=[CH:7][CH:8]=[CH:9][C:4]=2[NH:3][C:2]=1[C:10]([OH:12])=O.C1N=CN(C(N2C=NC=C2)=O)C=1.[CH3:25][O:26][C:27]1[CH:32]=[CH:31][C:30]([N:33]2[CH2:38][CH2:37][O:36][CH2:35][CH2:34]2)=[CH:29][C:28]=1[NH2:39].